This data is from Catalyst prediction with 721,799 reactions and 888 catalyst types from USPTO. The task is: Predict which catalyst facilitates the given reaction. (1) The catalyst class is: 404. Reactant: O=[C:2]([CH:9]1[CH2:14][CH2:13][O:12][CH2:11][CH2:10]1)[CH2:3][C:4]([O:6]CC)=O.[Cl:15][C:16]1[C:21]([Cl:22])=[CH:20][CH:19]=[CH:18][C:17]=1[CH2:23][C:24]1[C:25]([NH2:30])=[N:26][NH:27][C:28]=1[NH2:29].Cl. Product: [ClH:15].[NH2:29][C:28]1[C:24]([CH2:23][C:17]2[CH:18]=[CH:19][CH:20]=[C:21]([Cl:22])[C:16]=2[Cl:15])=[C:25]2[N:30]=[C:2]([CH:9]3[CH2:10][CH2:11][O:12][CH2:13][CH2:14]3)[CH:3]=[C:4]([OH:6])[N:26]2[N:27]=1. (2) Reactant: [C:1]([O:20][CH2:21][C:22]([NH:24][NH:25][C:26]([NH2:28])=[O:27])=O)([C:14]1[CH:19]=[CH:18][CH:17]=[CH:16][CH:15]=1)([C:8]1[CH:13]=[CH:12][CH:11]=[CH:10][CH:9]=1)[C:2]1[CH:7]=[CH:6][CH:5]=[CH:4][CH:3]=1.[N-]=C=O. Product: [CH2:9]([N:28]1[C:26](=[O:27])[NH:25][N:24]=[C:22]1[CH2:21][O:20][C:1]([C:14]1[CH:19]=[CH:18][CH:17]=[CH:16][CH:15]=1)([C:2]1[CH:7]=[CH:6][CH:5]=[CH:4][CH:3]=1)[C:8]1[CH:9]=[CH:10][CH:11]=[CH:12][CH:13]=1)[CH2:8][CH2:1][CH2:2][CH2:3][CH2:4][CH3:5]. The catalyst class is: 1. (3) Product: [CH3:7][O:6][C:2](=[N:8][C:16](=[O:23])[C:17]1[CH:22]=[CH:21][CH:20]=[CH:19][CH:18]=1)[CH:3]([CH3:5])[CH3:4]. The catalyst class is: 11. Reactant: Cl.[C:2](=[NH:8])([O:6][CH3:7])[CH:3]([CH3:5])[CH3:4].C(N(CC)CC)C.[C:16](Cl)(=[O:23])[C:17]1[CH:22]=[CH:21][CH:20]=[CH:19][CH:18]=1. (4) Reactant: Cl.[NH2:2][CH2:3][CH2:4][CH2:5][CH2:6][NH:7][C:8]([C@@H:10]([NH:15][C:16]([C:18]1[S:19][C:20]2[CH:26]=[CH:25][CH:24]=[CH:23][C:21]=2[CH:22]=1)=[O:17])[CH2:11][CH:12]([CH3:14])[CH3:13])=[O:9].[Cl:27][C:28]1[CH:33]=[C:32]([Cl:34])[CH:31]=[CH:30][C:29]=1[S:35](Cl)(=[O:37])=[O:36].CCN(CC)CC. Product: [Cl:27][C:28]1[CH:33]=[C:32]([Cl:34])[CH:31]=[CH:30][C:29]=1[S:35]([NH:2][CH2:3][CH2:4][CH2:5][CH2:6][NH:7][C:8]([C@@H:10]([NH:15][C:16]([C:18]1[S:19][C:20]2[CH:26]=[CH:25][CH:24]=[CH:23][C:21]=2[CH:22]=1)=[O:17])[CH2:11][CH:12]([CH3:13])[CH3:14])=[O:9])(=[O:37])=[O:36]. The catalyst class is: 2.